From a dataset of Reaction yield outcomes from USPTO patents with 853,638 reactions. Predict the reaction yield, written as a fraction of the theoretical maximum amount of product (1.0 means a 100% yield; for example, 0.34 means a 34% yield). (1) The reactants are [Cl:1][C:2]1[CH:6]=[N:5][N:4]([CH3:7])[C:3]=1[C:8]1[CH:9]=[C:10]([NH:15][C:16]([NH:18][C:19]2[CH:24]=[CH:23][C:22]([F:25])=[CH:21][C:20]=2[F:26])=[O:17])[CH:11]=[CH:12][C:13]=1[OH:14].C1(P(C2C=CC=CC=2)C2C=CC=CC=2)C=CC=CC=1.O[CH2:47][CH2:48][N:49]1[CH2:53][CH2:52][CH2:51][CH2:50]1.N(C(OC(C)C)=O)=NC(OC(C)C)=O. The catalyst is C1COCC1. The product is [Cl:1][C:2]1[CH:6]=[N:5][N:4]([CH3:7])[C:3]=1[C:8]1[CH:9]=[C:10]([NH:15][C:16]([NH:18][C:19]2[CH:24]=[CH:23][C:22]([F:25])=[CH:21][C:20]=2[F:26])=[O:17])[CH:11]=[CH:12][C:13]=1[O:14][CH2:47][CH2:48][N:49]1[CH2:53][CH2:52][CH2:51][CH2:50]1. The yield is 0.528. (2) The reactants are [Cr](Cl)([O-])(=O)=O.[NH+]1C=CC=CC=1.[CH2:12]([O:19][C:20]([NH:22][CH2:23][CH2:24][OH:25])=[O:21])[C:13]1[CH:18]=[CH:17][CH:16]=[CH:15][CH:14]=1.C(OCC)(=O)C.CCCCCC. The catalyst is ClCCl.C(OCC)C. The product is [CH2:12]([O:19][C:20]([NH:22][CH2:23][CH:24]=[O:25])=[O:21])[C:13]1[CH:18]=[CH:17][CH:16]=[CH:15][CH:14]=1. The yield is 0.550. (3) The reactants are [OH:1][CH:2]([C:8]1[CH:13]=[CH:12][C:11]([O:14][CH2:15][C:16]2[CH:21]=[CH:20][C:19]([O:22][CH2:23]/[C:24](=[N:31]\[O:32][CH3:33])/[C:25]3[CH:30]=[CH:29][CH:28]=[CH:27][CH:26]=3)=[CH:18][CH:17]=2)=[CH:10][CH:9]=1)[CH2:3][C:4]([O:6]C)=[O:5].C1COCC1.C(O)C.[OH-].[Na+]. The catalyst is O. The product is [OH:1][CH:2]([C:8]1[CH:9]=[CH:10][C:11]([O:14][CH2:15][C:16]2[CH:21]=[CH:20][C:19]([O:22][CH2:23]/[C:24](=[N:31]\[O:32][CH3:33])/[C:25]3[CH:26]=[CH:27][CH:28]=[CH:29][CH:30]=3)=[CH:18][CH:17]=2)=[CH:12][CH:13]=1)[CH2:3][C:4]([OH:6])=[O:5]. The yield is 0.137.